From a dataset of Forward reaction prediction with 1.9M reactions from USPTO patents (1976-2016). Predict the product of the given reaction. (1) Given the reactants Br[C:2]1[CH:7]=[CH:6][C:5]([N:8]2[CH:12]=[CH:11][CH:10]=[N:9]2)=[CH:4][CH:3]=1.[CH2:13]([OH:16])[C:14]#[CH:15], predict the reaction product. The product is: [N:8]1([C:5]2[CH:6]=[CH:7][C:2]([C:15]#[C:14][CH2:13][OH:16])=[CH:3][CH:4]=2)[CH:12]=[CH:11][CH:10]=[N:9]1. (2) Given the reactants [CH3:1][O:2][C:3]([C:5]1[CH:6]=[C:7]2[C:11](=[CH:12][CH:13]=1)[N:10]([CH2:14][CH:15]1[CH2:17][O:16]1)[CH:9]=[C:8]2[C:18](=[O:29])[C:19]1[CH:24]=[CH:23][C:22]([C:25]([O:27][CH3:28])=[O:26])=[CH:21][CH:20]=1)=[O:4].[CH2:30]([C:38]1[CH:43]=[CH:42][C:41]([OH:44])=[CH:40][CH:39]=1)[CH2:31][CH2:32][CH2:33][CH2:34][CH2:35][CH2:36][CH3:37], predict the reaction product. The product is: [CH3:1][O:2][C:3]([C:5]1[CH:6]=[C:7]2[C:11](=[CH:12][CH:13]=1)[N:10]([CH2:14][CH:15]([OH:16])[CH2:17][O:44][C:41]1[CH:40]=[CH:39][C:38]([CH2:30][CH2:31][CH2:32][CH2:33][CH2:34][CH2:35][CH2:36][CH3:37])=[CH:43][CH:42]=1)[CH:9]=[C:8]2[C:18](=[O:29])[C:19]1[CH:20]=[CH:21][C:22]([C:25]([O:27][CH3:28])=[O:26])=[CH:23][CH:24]=1)=[O:4]. (3) The product is: [Cl:9][CH2:10][CH2:11][O:8][C:5]1[CH:6]=[CH:7][C:2]([F:1])=[CH:3][CH:4]=1. Given the reactants [F:1][C:2]1[CH:7]=[CH:6][C:5]([OH:8])=[CH:4][CH:3]=1.[Cl:9][CH2:10][CH2:11]Br.C(=O)([O-])[O-].[K+].[K+], predict the reaction product. (4) Given the reactants [Br:1][C:2]1[CH:10]=[CH:9][C:5]([C:6]([NH2:8])=[S:7])=[C:4]([CH3:11])[CH:3]=1.Cl[CH:13]([CH:16]=O)[CH:14]=[O:15].C(=O)([O-])[O-].[Mg+2], predict the reaction product. The product is: [Br:1][C:2]1[CH:10]=[CH:9][C:5]([C:6]2[S:7][C:13]([CH:14]=[O:15])=[CH:16][N:8]=2)=[C:4]([CH3:11])[CH:3]=1.